From a dataset of NCI-60 drug combinations with 297,098 pairs across 59 cell lines. Regression. Given two drug SMILES strings and cell line genomic features, predict the synergy score measuring deviation from expected non-interaction effect. (1) Drug 1: COC1=CC(=CC(=C1O)OC)C2C3C(COC3=O)C(C4=CC5=C(C=C24)OCO5)OC6C(C(C7C(O6)COC(O7)C8=CC=CS8)O)O. Drug 2: C1CN(CCN1C(=O)CCBr)C(=O)CCBr. Cell line: KM12. Synergy scores: CSS=30.5, Synergy_ZIP=-8.13, Synergy_Bliss=-6.38, Synergy_Loewe=0.727, Synergy_HSA=1.78. (2) Drug 1: C1CN1C2=NC(=NC(=N2)N3CC3)N4CC4. Drug 2: CN(C)N=NC1=C(NC=N1)C(=O)N. Cell line: CAKI-1. Synergy scores: CSS=32.6, Synergy_ZIP=-7.44, Synergy_Bliss=-5.84, Synergy_Loewe=-5.14, Synergy_HSA=-0.380. (3) Drug 1: C1=NC2=C(N=C(N=C2N1C3C(C(C(O3)CO)O)F)Cl)N. Drug 2: COC1=C2C(=CC3=C1OC=C3)C=CC(=O)O2. Cell line: U251. Synergy scores: CSS=-1.98, Synergy_ZIP=0.153, Synergy_Bliss=-0.679, Synergy_Loewe=-0.230, Synergy_HSA=-1.96. (4) Drug 1: CC1=C(C(CCC1)(C)C)C=CC(=CC=CC(=CC(=O)O)C)C. Drug 2: CNC(=O)C1=NC=CC(=C1)OC2=CC=C(C=C2)NC(=O)NC3=CC(=C(C=C3)Cl)C(F)(F)F. Synergy scores: CSS=15.9, Synergy_ZIP=13.0, Synergy_Bliss=10.4, Synergy_Loewe=4.97, Synergy_HSA=4.84. Cell line: OVCAR-5. (5) Drug 1: C1CN1C2=NC(=NC(=N2)N3CC3)N4CC4. Drug 2: CN(C(=O)NC(C=O)C(C(C(CO)O)O)O)N=O. Cell line: COLO 205. Synergy scores: CSS=25.6, Synergy_ZIP=-5.66, Synergy_Bliss=-0.266, Synergy_Loewe=-24.0, Synergy_HSA=-0.464.